Task: Predict the reactants needed to synthesize the given product.. Dataset: Full USPTO retrosynthesis dataset with 1.9M reactions from patents (1976-2016) (1) Given the product [C:9]([O:13][C:14](=[O:15])[NH:8][C:5]1[CH:6]=[N:7][C:2]([Cl:1])=[CH:3][CH:4]=1)([CH3:12])([CH3:11])[CH3:10], predict the reactants needed to synthesize it. The reactants are: [Cl:1][C:2]1[N:7]=[CH:6][C:5]([NH2:8])=[CH:4][CH:3]=1.[C:9]([O:13][C:14](O[C:14]([O:13][C:9]([CH3:12])([CH3:11])[CH3:10])=[O:15])=[O:15])([CH3:12])([CH3:11])[CH3:10]. (2) Given the product [CH2:1]([O:3][C:4]([C:6]1[CH:7]=[N:8][N:9]([CH2:31][CH:27]2[CH2:28][C:29](=[O:30])[N:25]([C:19]3[CH:20]=[CH:21][C:22]([F:24])=[CH:23][C:18]=3[F:17])[CH2:26]2)[CH:10]=1)=[O:5])[CH3:2], predict the reactants needed to synthesize it. The reactants are: [CH2:1]([O:3][C:4]([C:6]1[CH:7]=[N:8][NH:9][CH:10]=1)=[O:5])[CH3:2].C(=O)([O-])[O-].[K+].[K+].[F:17][C:18]1[CH:23]=[C:22]([F:24])[CH:21]=[CH:20][C:19]=1[N:25]1[C:29](=[O:30])[CH2:28][CH:27]([CH2:31]OS(C)(=O)=O)[CH2:26]1.O. (3) The reactants are: Cl[C:2]1[N:7]=[C:6]([O:8][C@@H:9]([C@H:11]2[CH2:15][NH:14][C:13](=[O:16])[CH2:12]2)[CH3:10])[C:5]2[N:17]([CH3:20])[CH:18]=[N:19][C:4]=2[CH:3]=1.[F-].[Cs+].[CH3:23][N:24]1[C:28]2[CH:29]=[C:30]([Sn](CCCC)(CCCC)CCCC)[S:31][C:27]=2[CH:26]=[N:25]1.[SnH4]. Given the product [CH3:20][N:17]1[C:5]2[C:6]([O:8][C@@H:9]([C@H:11]3[CH2:15][NH:14][C:13](=[O:16])[CH2:12]3)[CH3:10])=[N:7][C:2]([C:30]3[S:31][C:27]4[CH:26]=[N:25][N:24]([CH3:23])[C:28]=4[CH:29]=3)=[CH:3][C:4]=2[N:19]=[CH:18]1, predict the reactants needed to synthesize it. (4) Given the product [Cl:13][C:8]1[S:9][C:10]([Cl:12])=[CH:11][C:7]=1[C:5](=[O:6])[C:4]([OH:14])=[O:3], predict the reactants needed to synthesize it. The reactants are: C([O:3][C:4](=[O:14])[C:5]([C:7]1[CH:11]=[C:10]([Cl:12])[S:9][C:8]=1[Cl:13])=[O:6])C.[OH-].[Na+].Cl. (5) Given the product [Si:45]([O:52][CH2:53][CH2:54][CH2:55][CH2:56][CH2:57][CH2:58][N:59]1[CH2:8][CH2:9][N:10]([C:11]([C:13]2[CH:14]=[C:15]([S:19]([C:22]3[CH:23]=[C:24]4[C:29](=[C:30]([CH3:32])[CH:31]=3)[N:28]=[CH:27][C:26]([C:33]([NH2:35])=[O:34])=[C:25]4[NH:36][C:37]3[CH:42]=[CH:41][CH:40]=[C:39]([O:43][CH3:44])[CH:38]=3)(=[O:20])=[O:21])[CH:16]=[CH:17][CH:18]=2)=[O:12])[CH2:61][CH2:60]1)([C:48]([CH3:51])([CH3:50])[CH3:49])([CH3:47])[CH3:46], predict the reactants needed to synthesize it. The reactants are: OCCCCCC[CH2:8][CH2:9][NH:10][C:11]([C:13]1[CH:14]=[C:15]([S:19]([C:22]2[CH:23]=[C:24]3[C:29](=[C:30]([CH3:32])[CH:31]=2)[N:28]=[CH:27][C:26]([C:33]([NH2:35])=[O:34])=[C:25]3[NH:36][C:37]2[CH:42]=[CH:41][CH:40]=[C:39]([O:43][CH3:44])[CH:38]=2)(=[O:21])=[O:20])[CH:16]=[CH:17][CH:18]=1)=[O:12].[Si:45]([O:52][CH2:53][CH2:54][CH2:55][CH2:56][CH2:57][CH2:58][N:59]1CCN[CH2:61][CH2:60]1)([C:48]([CH3:51])([CH3:50])[CH3:49])([CH3:47])[CH3:46].